From a dataset of Catalyst prediction with 721,799 reactions and 888 catalyst types from USPTO. Predict which catalyst facilitates the given reaction. (1) Reactant: [NH2:1][C@H:2]1[CH2:11][CH2:10][C:9]2[CH:8]=[C:7]([CH2:12][OH:13])[CH:6]=[CH:5][C:4]=2[CH2:3]1.C([O:16][C:17]([C:19]1[S:20][C:21]([C:29]2[CH:34]=[CH:33][C:32]([Cl:35])=[CH:31][CH:30]=2)=[CH:22][C:23]=1[N:24]=[CH:25]N(C)C)=O)C.C(N(CC)CC)C. Product: [Cl:35][C:32]1[CH:31]=[CH:30][C:29]([C:21]2[S:20][C:19]3[C:17](=[O:16])[N:1]([C@H:2]4[CH2:11][CH2:10][C:9]5[C:4](=[CH:5][CH:6]=[C:7]([CH2:12][OH:13])[CH:8]=5)[CH2:3]4)[CH:25]=[N:24][C:23]=3[CH:22]=2)=[CH:34][CH:33]=1. The catalyst class is: 174. (2) Reactant: [NH2:1][C:2]1[CH:3]=[C:4]2[C:8](=[CH:9][C:10]=1[S:11][CH2:12][C:13]1[CH:18]=[CH:17][CH:16]=[CH:15][CH:14]=1)[C:7](=[O:19])[CH2:6][CH2:5]2.[O:20]1[C:24]2[CH:25]=[CH:26][CH:27]=[CH:28][C:23]=2[CH:22]=[C:21]1[S:29](Cl)(=[O:31])=[O:30]. Product: [CH2:12]([S:11][C:10]1[CH:9]=[C:8]2[C:4]([CH2:5][CH2:6][C:7]2=[O:19])=[CH:3][C:2]=1[NH:1][S:29]([C:21]1[O:20][C:24]2[CH:25]=[CH:26][CH:27]=[CH:28][C:23]=2[CH:22]=1)(=[O:30])=[O:31])[C:13]1[CH:14]=[CH:15][CH:16]=[CH:17][CH:18]=1. The catalyst class is: 17. (3) Reactant: [CH3:1][O:2][C:3]([C:5]1[S:6][C:7]([C:13]([OH:15])=O)=[CH:8][C:9]=1[CH:10]([CH3:12])[CH3:11])=[O:4].C(N(CC)CC)C.CN(C(ON1N=NC2C=CC=CC1=2)=[N+](C)C)C.F[P-](F)(F)(F)(F)F.C1C=CC2N(O)N=NC=2C=1.[NH:57]1[C:65]2[C:60](=[C:61]([CH2:66][NH2:67])[CH:62]=[CH:63][CH:64]=2)[CH:59]=[N:58]1. Product: [CH3:1][O:2][C:3]([C:5]1[S:6][C:7]([C:13](=[O:15])[NH:67][CH2:66][C:61]2[CH:62]=[CH:63][CH:64]=[C:65]3[C:60]=2[CH:59]=[N:58][NH:57]3)=[CH:8][C:9]=1[CH:10]([CH3:11])[CH3:12])=[O:4]. The catalyst class is: 3. (4) Reactant: [F:1][C:2]([F:32])([F:31])[C:3]1[CH:8]=[CH:7][C:6]([NH:9][C:10](=[O:30])[NH:11][C:12]2[CH:13]=[C:14]([CH:27]=[CH:28][CH:29]=2)[C:15]([N:17]2[CH2:22][CH2:21][CH:20]([C:23]([O:25]C)=[O:24])[CH2:19][CH2:18]2)=[O:16])=[CH:5][CH:4]=1.[Li+].[OH-]. Product: [F:32][C:2]([F:1])([F:31])[C:3]1[CH:4]=[CH:5][C:6]([NH:9][C:10](=[O:30])[NH:11][C:12]2[CH:13]=[C:14]([CH:27]=[CH:28][CH:29]=2)[C:15]([N:17]2[CH2:18][CH2:19][CH:20]([C:23]([OH:25])=[O:24])[CH2:21][CH2:22]2)=[O:16])=[CH:7][CH:8]=1. The catalyst class is: 87.